Dataset: hERG Central: cardiac toxicity at 1µM, 10µM, and general inhibition. Task: Predict hERG channel inhibition at various concentrations. The compound is CCOC(=O)c1sc2nc(CSc3ccccc3)nc(N3CCCN(C)CC3)c2c1C.O=C(O)C(=O)O. Results: hERG_inhib (hERG inhibition (general)): blocker.